From a dataset of Forward reaction prediction with 1.9M reactions from USPTO patents (1976-2016). Predict the product of the given reaction. (1) Given the reactants [F:1][C:2]([F:29])([F:28])[S:3]([C:6]1[CH:7]=[CH:8][C:9]2[O:14][CH2:13][C@H:12]([CH2:15]OS(C3C=CC(C)=CC=3)(=O)=O)[O:11][C:10]=2[CH:27]=1)(=[O:5])=[O:4].[CH2:30]([NH2:33])[CH2:31][CH3:32].Cl, predict the reaction product. The product is: [F:28][C:2]([F:29])([F:1])[S:3]([C:6]1[CH:7]=[CH:8][C:9]2[O:14][CH2:13][C@H:12]([CH2:15][NH:33][CH2:30][CH2:31][CH3:32])[O:11][C:10]=2[CH:27]=1)(=[O:5])=[O:4]. (2) Given the reactants [NH2:1][CH2:2][CH2:3][CH2:4][N:5]1[CH2:12][CH2:11][C:8]2([CH2:10][CH2:9]2)[C@H:7]([OH:13])[CH2:6]1.Br[CH2:15][CH:16]=[O:17].[C:18](=[O:21])([O-])[O-].[K+].[K+].[CH3:24]CO, predict the reaction product. The product is: [CH3:18][O:21][CH:16]([O:17][CH3:24])[CH2:15][NH:1][CH2:2][CH2:3][CH2:4][N:5]1[CH2:12][CH2:11][C:8]2([CH2:10][CH2:9]2)[C@H:7]([OH:13])[CH2:6]1.